From a dataset of Forward reaction prediction with 1.9M reactions from USPTO patents (1976-2016). Predict the product of the given reaction. Given the reactants [CH2:1]([O:3][C:4](=[O:26])[CH2:5][C:6]1[CH:7]=[C:8]([C:14]2[CH:19]=[CH:18][C:17]([C:20]([F:23])([F:22])[F:21])=[CH:16][C:15]=2[CH2:24]Br)[C:9]([O:12][CH3:13])=[CH:10][CH:11]=1)[CH3:2].[CH3:27][C:28]1[S:32][C:31]([SH:33])=[N:30][N:29]=1, predict the reaction product. The product is: [CH2:1]([O:3][C:4](=[O:26])[CH2:5][C:6]1[CH:7]=[C:8]([C:14]2[CH:19]=[CH:18][C:17]([C:20]([F:23])([F:22])[F:21])=[CH:16][C:15]=2[CH2:24][S:33][C:31]2[S:32][C:28]([CH3:27])=[N:29][N:30]=2)[C:9]([O:12][CH3:13])=[CH:10][CH:11]=1)[CH3:2].